From a dataset of Full USPTO retrosynthesis dataset with 1.9M reactions from patents (1976-2016). Predict the reactants needed to synthesize the given product. Given the product [CH2:1]([NH:8][C:9]([C:11]1[S:15][C:14]([NH:16][C:38](=[O:39])[C:37]2[CH:36]=[CH:35][C:34]([CH2:27][C:28]3[CH:29]=[CH:30][CH:31]=[CH:32][CH:33]=3)=[CH:42][CH:41]=2)=[N:13][C:12]=1[CH3:17])=[O:10])[C:2]1[CH:7]=[CH:6][CH:5]=[CH:4][CH:3]=1, predict the reactants needed to synthesize it. The reactants are: [CH2:1]([NH:8][C:9]([C:11]1[S:15][C:14]([NH2:16])=[N:13][C:12]=1[CH3:17])=[O:10])[C:2]1[CH:7]=[CH:6][CH:5]=[CH:4][CH:3]=1.C(N(C(C)C)CC)(C)C.[CH2:27]([C:34]1[CH:42]=[CH:41][C:37]([C:38](O)=[O:39])=[CH:36][CH:35]=1)[C:28]1[CH:33]=[CH:32][CH:31]=[CH:30][CH:29]=1.F[P-](F)(F)(F)(F)F.C[N+](C)=C(N(C)C)ON1C2N=CC=CC=2N=N1.